From a dataset of Reaction yield outcomes from USPTO patents with 853,638 reactions. Predict the reaction yield, written as a fraction of the theoretical maximum amount of product (1.0 means a 100% yield; for example, 0.34 means a 34% yield). (1) The yield is 0.720. The catalyst is C(#N)C. The reactants are [C:1]([N-:4][CH:5]1[CH2:10][CH2:9][NH:8][CH2:7][CH2:6]1)(=[O:3])C.[C:11]12([NH2:21])[CH2:20][CH:15]3[CH2:16][CH:17]([CH2:19][CH:13]([CH2:14]3)[CH2:12]1)[CH2:18]2.[C:22](OI(C1C=CC=CC=1)OC(=O)C)(=[O:24])[CH3:23]. The product is [C:22]([N:8]1[CH2:9][CH2:10][CH:5]([NH:4][C:1]([NH:21][C:11]23[CH2:18][CH:17]4[CH2:16][CH:15]([CH2:14][CH:13]([CH2:19]4)[CH2:12]2)[CH2:20]3)=[O:3])[CH2:6][CH2:7]1)(=[O:24])[CH3:23]. (2) The reactants are [CH3:1][O:2][C:3](=[O:19])[C:4]1[CH:9]=[C:8](Br)[C:7]([O:11][CH2:12][O:13][CH3:14])=[CH:6][C:5]=1[O:15][CH2:16][O:17][CH3:18].[C:20]1(B(O)O)[CH:25]=[CH:24][CH:23]=[CH:22][CH:21]=1.C1(P(C2CCCCC2)C2C=CC=CC=2C2C(OC)=CC=CC=2OC)CCCCC1.[O-]P([O-])([O-])=O.[K+].[K+].[K+].O. The catalyst is CC([O-])=O.CC([O-])=O.[Pd+2]. The product is [CH3:1][O:2][C:3]([C:4]1[CH:9]=[C:8]([C:20]2[CH:25]=[CH:24][CH:23]=[CH:22][CH:21]=2)[C:7]([O:11][CH2:12][O:13][CH3:14])=[CH:6][C:5]=1[O:15][CH2:16][O:17][CH3:18])=[O:19]. The yield is 0.930. (3) The reactants are Cl.[CH3:2][C:3]1([CH3:16])[CH2:8][O:7][C:6]2([CH2:13][CH2:12][CH:11]([NH:14][CH3:15])[CH2:10][CH2:9]2)[O:5][CH2:4]1.[C:25](O[C:25]([O:27][C:28]([CH3:31])([CH3:30])[CH3:29])=[O:26])([O:27][C:28]([CH3:31])([CH3:30])[CH3:29])=[O:26].C(N(CC)CC)C. The catalyst is C1COCC1.CN(C1C=CN=CC=1)C.C([O-])(O)=O.[Na+]. The product is [C:28]([O:27][C:25](=[O:26])[N:14]([CH:11]1[CH2:10][CH2:9][C:6]2([O:5][CH2:4][C:3]([CH3:16])([CH3:2])[CH2:8][O:7]2)[CH2:13][CH2:12]1)[CH3:15])([CH3:29])([CH3:30])[CH3:31]. The yield is 0.910. (4) The reactants are [CH3:1][O:2][C:3]1[CH:10]=[C:9]([O:11][CH3:12])[CH:8]=[CH:7][C:4]=1[CH2:5][NH2:6].Cl[C:14]1[S:18][C:17]([C:19]([O:21][CH3:22])=[O:20])=[CH:16][C:15]=1[N+:23]([O-:25])=[O:24].C(=O)([O-])[O-].[K+].[K+]. The catalyst is C(#N)C. The product is [CH3:1][O:2][C:3]1[CH:10]=[C:9]([O:11][CH3:12])[CH:8]=[CH:7][C:4]=1[CH2:5][NH:6][C:14]1[S:18][C:17]([C:19]([O:21][CH3:22])=[O:20])=[CH:16][C:15]=1[N+:23]([O-:25])=[O:24]. The yield is 0.970. (5) The reactants are C1(O)C=CC(C2C=CC(O)=CC=2)=CC=1.C([O-])([O-])=O.[K+].[K+].[N+]([C:24]1[CH:25]=[C:26]([C:32]#[N:33])[C:27](=[CH:30][CH:31]=1)[C:28]#[N:29])([O-])=O.Cl. The catalyst is CN(C)C=O.C1(C)C=CC=CC=1. The product is [C:32](#[N:33])[C:26]1[C:27](=[CH:30][CH:31]=[CH:24][CH:25]=1)[C:28]#[N:29]. The yield is 0.900. (6) The reactants are [CH3:1][CH:2]([Si:4]([CH:24]([CH3:26])[CH3:25])([CH:21]([CH3:23])[CH3:22])[O:5][CH2:6][C:7]#[C:8][C:9]1[N:17]2[C:12]([CH:13]=[CH:14][CH:15]=[CH:16]2)=[CH:11][C:10]=1[CH:18]([NH2:20])[CH3:19])[CH3:3].[NH2:27][C:28]1[C:33]([C:34]#[N:35])=[C:32](Cl)[N:31]=[CH:30][N:29]=1. No catalyst specified. The product is [NH2:27][C:28]1[C:33]([C:34]#[N:35])=[C:32]([NH:20][CH:18]([C:10]2[CH:11]=[C:12]3[N:17]([C:9]=2[C:8]#[C:7][CH2:6][O:5][Si:4]([CH:21]([CH3:23])[CH3:22])([CH:2]([CH3:1])[CH3:3])[CH:24]([CH3:26])[CH3:25])[CH:16]=[CH:15][CH:14]=[CH:13]3)[CH3:19])[N:31]=[CH:30][N:29]=1. The yield is 0.530. (7) The reactants are CON(C)[C:4]([C:6]1[S:10][C:9]([C:11]2[CH:16]=[CH:15][C:14]([C:17]([F:20])([F:19])[F:18])=[CH:13][CH:12]=2)=[N:8][C:7]=1[CH:21]([CH3:23])[CH3:22])=[O:5].[CH3:25][Mg]Br. The catalyst is O1CCCC1. The product is [CH:21]([C:7]1[N:8]=[C:9]([C:11]2[CH:12]=[CH:13][C:14]([C:17]([F:18])([F:20])[F:19])=[CH:15][CH:16]=2)[S:10][C:6]=1[C:4](=[O:5])[CH3:25])([CH3:22])[CH3:23]. The yield is 0.820.